Dataset: Peptide-MHC class I binding affinity with 185,985 pairs from IEDB/IMGT. Task: Regression. Given a peptide amino acid sequence and an MHC pseudo amino acid sequence, predict their binding affinity value. This is MHC class I binding data. (1) The peptide sequence is DLIKKSDAK. The MHC is HLA-A68:01 with pseudo-sequence HLA-A68:01. The binding affinity (normalized) is 0.290. (2) The peptide sequence is MKITAEWLW. The MHC is HLA-B53:01 with pseudo-sequence HLA-B53:01. The binding affinity (normalized) is 0.353. (3) The peptide sequence is VYIEVLHLT. The MHC is HLA-A01:01 with pseudo-sequence HLA-A01:01. The binding affinity (normalized) is 0.0601.